Dataset: Full USPTO retrosynthesis dataset with 1.9M reactions from patents (1976-2016). Task: Predict the reactants needed to synthesize the given product. (1) Given the product [C:22]([NH:25][C:26]1[CH:31]=[C:30]([C:7]2[CH2:8][CH2:9][N:10]([C:13]([O:15][C:16]([CH3:19])([CH3:18])[CH3:17])=[O:14])[CH2:11][CH:12]=2)[CH:29]=[CH:28][CH:27]=1)(=[O:24])[CH3:23], predict the reactants needed to synthesize it. The reactants are: FC(F)(F)S(O[C:7]1[CH2:8][CH2:9][N:10]([C:13]([O:15][C:16]([CH3:19])([CH3:18])[CH3:17])=[O:14])[CH2:11][CH:12]=1)(=O)=O.[C:22]([NH:25][C:26]1[CH:27]=[C:28](B(O)O)[CH:29]=[CH:30][CH:31]=1)(=[O:24])[CH3:23]. (2) Given the product [C:22]([CH2:21][C:10]1[N:9]([C@H:6]2[CH2:7][CH2:8][C@H:3]([CH2:2][NH:1][C:32](=[O:33])[O:34][CH:35]([CH3:37])[CH3:36])[CH2:4][CH2:5]2)[C:13]2=[C:14]3[S:20][CH:19]=[CH:18][C:15]3=[N:16][CH:17]=[C:12]2[N:11]=1)#[N:23], predict the reactants needed to synthesize it. The reactants are: [NH2:1][CH2:2][C@H:3]1[CH2:8][CH2:7][C@H:6]([N:9]2[C:13]3=[C:14]4[S:20][CH:19]=[CH:18][C:15]4=[N:16][CH:17]=[C:12]3[N:11]=[C:10]2[CH2:21][C:22]#[N:23])[CH2:5][CH2:4]1.C(N(CC)CC)C.Cl[C:32]([O:34][CH:35]([CH3:37])[CH3:36])=[O:33]. (3) Given the product [F:8][C:9]1[CH:35]=[C:34]([F:36])[CH:33]=[CH:32][C:10]=1[O:11][CH:12]1[CH2:13][CH2:14][N:15]([C:18]2[N:23]=[C:22]3[CH2:24][N:25]([C:45]([NH:44][CH2:47][CH2:48][O:49][CH3:50])=[O:46])[CH2:26][CH2:27][C:21]3=[N:20][C:19]=2[NH:28][CH:29]([CH3:31])[CH3:30])[CH2:16][CH2:17]1.[C:2]([OH:3])([C:4]([F:7])([F:6])[F:5])=[O:1], predict the reactants needed to synthesize it. The reactants are: [OH:1][C:2]([C:4]([F:7])([F:6])[F:5])=[O:3].[F:8][C:9]1[CH:35]=[C:34]([F:36])[CH:33]=[CH:32][C:10]=1[O:11][CH:12]1[CH2:17][CH2:16][N:15]([C:18]2[N:23]=[C:22]3[CH2:24][NH:25][CH2:26][CH2:27][C:21]3=[N:20][C:19]=2[NH:28][CH:29]([CH3:31])[CH3:30])[CH2:14][CH2:13]1.C(N(CC)CC)C.[N:44]([CH2:47][CH2:48][O:49][CH3:50])=[C:45]=[O:46]. (4) Given the product [ClH:8].[Cl:8][C:9]1[CH:10]=[CH:11][C:12]([C:15]2[CH:16]=[CH:17][C:18]([C:21]([NH:23][C:24]3[CH:29]=[CH:28][C:27]([CH:30]([OH:44])[CH:31]4[CH2:36][CH2:35][CH2:34][NH:33][CH2:32]4)=[CH:26][CH:25]=3)=[O:22])=[CH:19][CH:20]=2)=[CH:13][CH:14]=1, predict the reactants needed to synthesize it. The reactants are: C(OCC)(=O)C.Cl.[Cl:8][C:9]1[CH:14]=[CH:13][C:12]([C:15]2[CH:20]=[CH:19][C:18]([C:21]([NH:23][C:24]3[CH:29]=[CH:28][C:27]([CH:30]([OH:44])[CH:31]4[CH2:36][CH2:35][CH2:34][N:33](C(OC(C)(C)C)=O)[CH2:32]4)=[CH:26][CH:25]=3)=[O:22])=[CH:17][CH:16]=2)=[CH:11][CH:10]=1. (5) Given the product [CH:1]1([O:6][C:7]2[CH:38]=[CH:37][C:10]([C:11]([C:13]3[CH:29]=[CH:28][C:16]([O:17][CH2:18][C:19]4[CH:27]=[CH:26][C:22]([C:23]([NH:56][S:53]([CH3:52])(=[O:55])=[O:54])=[O:24])=[CH:21][CH:20]=4)=[C:15]([CH2:30][CH2:31][C:32]([O:34][CH2:35][CH3:36])=[O:33])[CH:14]=3)=[O:12])=[C:9]([OH:39])[CH:8]=2)[CH2:5][CH2:4][CH2:3][CH2:2]1, predict the reactants needed to synthesize it. The reactants are: [CH:1]1([O:6][C:7]2[CH:38]=[CH:37][C:10]([C:11]([C:13]3[CH:29]=[CH:28][C:16]([O:17][CH2:18][C:19]4[CH:27]=[CH:26][C:22]([C:23](O)=[O:24])=[CH:21][CH:20]=4)=[C:15]([CH2:30][CH2:31][C:32]([O:34][CH2:35][CH3:36])=[O:33])[CH:14]=3)=[O:12])=[C:9]([OH:39])[CH:8]=2)[CH2:5][CH2:4][CH2:3][CH2:2]1.C(N1C=CN=C1)(N1C=CN=C1)=O.[CH3:52][S:53]([NH2:56])(=[O:55])=[O:54].N12CCCN=C1CCCCC2.Cl.